Dataset: Full USPTO retrosynthesis dataset with 1.9M reactions from patents (1976-2016). Task: Predict the reactants needed to synthesize the given product. (1) Given the product [CH2:4]([SH:3])[CH2:5][CH2:6][CH2:7]/[CH:8]=[CH:9]\[CH2:10]/[CH:11]=[CH:12]\[CH2:13]/[CH:14]=[CH:15]\[CH2:16]/[CH:17]=[CH:18]\[CH2:19]/[CH:20]=[CH:21]\[CH2:22][CH3:23], predict the reactants needed to synthesize it. The reactants are: C(=O)([S:3][CH2:4][CH2:5][CH2:6][CH2:7]/[CH:8]=[CH:9]\[CH2:10]/[CH:11]=[CH:12]\[CH2:13]/[CH:14]=[CH:15]\[CH2:16]/[CH:17]=[CH:18]\[CH2:19]/[CH:20]=[CH:21]\[CH2:22][CH3:23])C.C(=O)([O-])[O-].[K+].[K+]. (2) The reactants are: Cl.[CH2:2]([CH:5]1[CH2:10][CH2:9][CH2:8][NH:7][CH2:6]1)[CH2:3][CH3:4].[C:11]([O:15][C:16](=[O:26])[NH:17][C@@H:18]1[CH2:23][CH2:22][CH2:21][CH2:20][C@H:19]1[CH:24]=O)([CH3:14])([CH3:13])[CH3:12].C(O[BH-](OC(=O)C)OC(=O)C)(=O)C.[Na+].[OH-].[Na+]. Given the product [C:11]([O:15][C:16](=[O:26])[NH:17][C@@H:18]1[CH2:23][CH2:22][CH2:21][CH2:20][C@H:19]1[CH2:24][N:7]1[CH2:8][CH2:9][CH2:10][CH:5]([CH2:2][CH2:3][CH3:4])[CH2:6]1)([CH3:14])([CH3:12])[CH3:13], predict the reactants needed to synthesize it. (3) Given the product [CH3:1][N:2]1[CH2:7][CH2:6][N:5]([CH2:8][CH2:9][N:10]2[CH:18]=[C:17]3[C:12]([CH:13]=[CH:14][C:15]([NH2:19])=[CH:16]3)=[N:11]2)[CH2:4][CH2:3]1, predict the reactants needed to synthesize it. The reactants are: [CH3:1][N:2]1[CH2:7][CH2:6][N:5]([CH2:8][CH2:9][N:10]2[CH:18]=[C:17]3[C:12]([CH:13]=[CH:14][C:15]([N+:19]([O-])=O)=[CH:16]3)=[N:11]2)[CH2:4][CH2:3]1.[N+](C1C=CC2C(=CN(CCNS(C)(=O)=O)N=2)C=1)([O-])=O. (4) Given the product [C:1]([CH2:3][NH:4][C:5](=[O:6])[CH:7]([O:12][C:13]1[CH:14]=[C:15]([C:19]2[CH:20]=[CH:21][C:22]([N:25]3[CH2:26][CH2:27][NH:28][CH2:29][CH2:30]3)=[CH:23][CH:24]=2)[CH:16]=[CH:17][CH:18]=1)[CH2:8][CH:9]([CH3:11])[CH3:10])#[N:2], predict the reactants needed to synthesize it. The reactants are: [C:1]([CH2:3][NH:4][C:5]([CH:7]([O:12][C:13]1[CH:14]=[C:15]([C:19]2[CH:24]=[CH:23][C:22]([N:25]3[CH2:30][CH2:29][N:28](C(O[Si](C(C)C)(C(C)C)C(C)C)=O)[CH2:27][CH2:26]3)=[CH:21][CH:20]=2)[CH:16]=[CH:17][CH:18]=1)[CH2:8][CH:9]([CH3:11])[CH3:10])=[O:6])#[N:2].[F-].C([N+](CCCC)(CCCC)CCCC)CCC. (5) The reactants are: [O:1]1[C@H:3]2[CH2:4][C@@H:5]3[C@@H:14]([C@@:15]4([CH3:23])[CH2:16][CH2:17][C:18](=O)[C:19]([CH3:21])([CH3:20])[C@:2]124)[CH2:13][CH2:12][C@@:10]1([CH3:11])[C@H:6]3[CH2:7][CH2:8][C@@H:9]1[OH:24].[ClH:25].Cl.[NH2:27][CH2:28][CH2:29][O:30][NH2:31]. Given the product [ClH:25].[NH2:27][CH2:28][CH2:29][O:30]/[N:31]=[C:18]1/[C:19]([CH3:21])([CH3:20])[C@:2]23[O:1][C@H:3]2[CH2:4][C@@H:5]2[C@@H:14]([C@@:15]3([CH3:23])[CH2:16][CH2:17]/1)[CH2:13][CH2:12][C@@:10]1([CH3:11])[C@H:6]2[CH2:7][CH2:8][C@@H:9]1[OH:24], predict the reactants needed to synthesize it. (6) The reactants are: Br[C:2]1[N:6]2[CH2:7][CH2:8][N:9]([C:11]([O:13][C:14]([CH3:17])([CH3:16])[CH3:15])=[O:12])[CH2:10][C:5]2=[N:4][C:3]=1[C:18]([O:20][CH2:21][CH3:22])=[O:19].C([Sn](CCCC)(CCCC)[C:28]([O:30][CH2:31][CH3:32])=[CH2:29])CCC.O1C=CC=C1P(C1OC=CC=1)C1OC=CC=1.[F-].[K+]. Given the product [C:14]([O:13][C:11]([N:9]1[CH2:8][CH2:7][N:6]2[C:2]([C:28]([O:30][CH2:31][CH3:32])=[CH2:29])=[C:3]([C:18]([O:20][CH2:21][CH3:22])=[O:19])[N:4]=[C:5]2[CH2:10]1)=[O:12])([CH3:17])([CH3:16])[CH3:15], predict the reactants needed to synthesize it.